Task: Regression. Given two drug SMILES strings and cell line genomic features, predict the synergy score measuring deviation from expected non-interaction effect.. Dataset: NCI-60 drug combinations with 297,098 pairs across 59 cell lines (1) Drug 1: CC1=C(C=C(C=C1)NC2=NC=CC(=N2)N(C)C3=CC4=NN(C(=C4C=C3)C)C)S(=O)(=O)N.Cl. Drug 2: C1=CC(=CC=C1CC(C(=O)O)N)N(CCCl)CCCl.Cl. Cell line: NCI/ADR-RES. Synergy scores: CSS=13.3, Synergy_ZIP=-1.55, Synergy_Bliss=1.01, Synergy_Loewe=-5.48, Synergy_HSA=-1.62. (2) Drug 1: CC1CCC2CC(C(=CC=CC=CC(CC(C(=O)C(C(C(=CC(C(=O)CC(OC(=O)C3CCCCN3C(=O)C(=O)C1(O2)O)C(C)CC4CCC(C(C4)OC)O)C)C)O)OC)C)C)C)OC. Drug 2: CC12CCC3C(C1CCC2O)C(CC4=C3C=CC(=C4)O)CCCCCCCCCS(=O)CCCC(C(F)(F)F)(F)F. Cell line: OVCAR-5. Synergy scores: CSS=1.20, Synergy_ZIP=-0.205, Synergy_Bliss=-0.908, Synergy_Loewe=-0.559, Synergy_HSA=-1.86. (3) Drug 1: CC1=C(C=C(C=C1)NC2=NC=CC(=N2)N(C)C3=CC4=NN(C(=C4C=C3)C)C)S(=O)(=O)N.Cl. Drug 2: CC1=C(C(=CC=C1)Cl)NC(=O)C2=CN=C(S2)NC3=CC(=NC(=N3)C)N4CCN(CC4)CCO. Cell line: OVCAR-8. Synergy scores: CSS=10.9, Synergy_ZIP=1.65, Synergy_Bliss=10.4, Synergy_Loewe=8.87, Synergy_HSA=10.3. (4) Drug 1: CC(C)(C#N)C1=CC(=CC(=C1)CN2C=NC=N2)C(C)(C)C#N. Drug 2: CCC1(C2=C(COC1=O)C(=O)N3CC4=CC5=C(C=CC(=C5CN(C)C)O)N=C4C3=C2)O.Cl. Cell line: OVCAR-4. Synergy scores: CSS=2.74, Synergy_ZIP=-1.20, Synergy_Bliss=0.239, Synergy_Loewe=-5.78, Synergy_HSA=-1.76. (5) Drug 1: CC1OCC2C(O1)C(C(C(O2)OC3C4COC(=O)C4C(C5=CC6=C(C=C35)OCO6)C7=CC(=C(C(=C7)OC)O)OC)O)O. Drug 2: CC1=C(C(=CC=C1)Cl)NC(=O)C2=CN=C(S2)NC3=CC(=NC(=N3)C)N4CCN(CC4)CCO. Cell line: NCI/ADR-RES. Synergy scores: CSS=1.37, Synergy_ZIP=0.377, Synergy_Bliss=1.40, Synergy_Loewe=-0.826, Synergy_HSA=0.375. (6) Drug 1: C1=NC(=NC(=O)N1C2C(C(C(O2)CO)O)O)N. Drug 2: CC1=C(C(=O)C2=C(C1=O)N3CC4C(C3(C2COC(=O)N)OC)N4)N. Cell line: MALME-3M. Synergy scores: CSS=25.4, Synergy_ZIP=-2.79, Synergy_Bliss=-1.49, Synergy_Loewe=0.0391, Synergy_HSA=1.97.